Dataset: Full USPTO retrosynthesis dataset with 1.9M reactions from patents (1976-2016). Task: Predict the reactants needed to synthesize the given product. Given the product [OH:31][C:19]1[C:18]([CH2:17][CH:16]=[C:15]([CH3:38])[CH2:14][CH2:13][C:12]([NH:11][CH2:10][CH2:9][P:4](=[O:3])([OH:8])[OH:5])=[O:39])=[C:26]([O:27][CH3:28])[C:25]([CH3:29])=[C:24]2[C:20]=1[C:21](=[O:30])[O:22][CH2:23]2, predict the reactants needed to synthesize it. The reactants are: C([O:3][P:4]([CH2:9][CH2:10][NH:11][C:12](=[O:39])[CH2:13][CH2:14][C:15]([CH3:38])=[CH:16][CH2:17][C:18]1[C:19]([O:31]CC[Si](C)(C)C)=[C:20]2[C:24](=[C:25]([CH3:29])[C:26]=1[O:27][CH3:28])[CH2:23][O:22][C:21]2=[O:30])(=[O:8])[O:5]CC)C.C[Si](Br)(C)C.N1C(C)=CC=CC=1C.